From a dataset of Reaction yield outcomes from USPTO patents with 853,638 reactions. Predict the reaction yield, written as a fraction of the theoretical maximum amount of product (1.0 means a 100% yield; for example, 0.34 means a 34% yield). (1) The reactants are [N+:1]([C:4]1[CH:9]=[CH:8][CH:7]=[CH:6][C:5]=1[S:10](Cl)(=[O:12])=[O:11])([O-:3])=[O:2].Cl.[CH2:15]([O:22][NH2:23])[C:16]1[CH:21]=[CH:20][CH:19]=[CH:18][CH:17]=1. The catalyst is N1C=CC=CC=1. The product is [CH2:15]([O:22][NH:23][S:10]([C:5]1[CH:6]=[CH:7][CH:8]=[CH:9][C:4]=1[N+:1]([O-:3])=[O:2])(=[O:12])=[O:11])[C:16]1[CH:21]=[CH:20][CH:19]=[CH:18][CH:17]=1. The yield is 0.626. (2) The reactants are [CH3:1][S:2]([CH2:5][CH2:6][NH:7][CH2:8][C:9]1[O:13][C:12]([C:14]2[CH:15]=[CH:16][C:17]3[N:23]=[CH:22][N:21]=[C:20]([NH:24][C:25]4[CH:26]=[CH:27][C:28]([O:32][CH2:33][C:34]5[CH:35]=[CH:36][CH:37]=[C:38]([F:40])[CH:39]=5)=[C:29]([Cl:31])[CH:30]=4)[C:18]=3[CH:19]=2)=[CH:11][CH:10]=1)(=[O:4])=[O:3].[CH3:41][C:42]1[CH:43]=[CH:44][C:45]([S:48]([OH:51])(=[O:50])=[O:49])=[CH:46][CH:47]=1. The catalyst is C1COCC1. The product is [CH3:41][C:42]1[CH:47]=[CH:46][C:45]([S:48]([OH:51])(=[O:50])=[O:49])=[CH:44][CH:43]=1.[CH3:41][C:42]1[CH:47]=[CH:46][C:45]([S:48]([OH:51])(=[O:50])=[O:49])=[CH:44][CH:43]=1.[CH3:1][S:2]([CH2:5][CH2:6][NH:7][CH2:8][C:9]1[O:13][C:12]([C:14]2[CH:15]=[CH:16][C:17]3[N:23]=[CH:22][N:21]=[C:20]([NH:24][C:25]4[CH:26]=[CH:27][C:28]([O:32][CH2:33][C:34]5[CH:35]=[CH:36][CH:37]=[C:38]([F:40])[CH:39]=5)=[C:29]([Cl:31])[CH:30]=4)[C:18]=3[CH:19]=2)=[CH:11][CH:10]=1)(=[O:4])=[O:3].[OH2:3]. The yield is 0.800. (3) The reactants are C(OC([N:8]1[CH2:12][C@@H:11]([CH3:13])[CH2:10][C@H:9]1[C:14]1[O:15][C:16]2[CH:22]=[C:21]([C:23]3[CH:28]=[CH:27][C:26]([C:29]4[CH:50]=[CH:49][C:32]5[NH:33][C:34]([C@@H:36]6[CH2:40][C@H:39]([CH3:41])[CH2:38][N:37]6C(OC(C)(C)C)=O)=[N:35][C:31]=5[CH:30]=4)=[CH:25][CH:24]=3)[CH:20]=[CH:19][C:17]=2[N:18]=1)=O)(C)(C)C.Cl. The catalyst is O1CCOCC1. The product is [CH3:13][C@@H:11]1[CH2:12][NH:8][C@H:9]([C:14]2[O:15][C:16]3[CH:22]=[C:21]([C:23]4[CH:24]=[CH:25][C:26]([C:29]5[CH:50]=[CH:49][C:32]6[NH:33][C:34]([C@@H:36]7[CH2:40][C@H:39]([CH3:41])[CH2:38][NH:37]7)=[N:35][C:31]=6[CH:30]=5)=[CH:27][CH:28]=4)[CH:20]=[CH:19][C:17]=3[N:18]=2)[CH2:10]1. The yield is 0.810. (4) The product is [CH3:13][C:4]1([CH3:14])[C:3](=[O:15])[C:2]([C:28]2[CH:27]=[CH:26][C:25]([O:24][CH2:23][C:20]3[CH:19]=[CH:18][C:17]([CH3:16])=[CH:22][N:21]=3)=[CH:30][CH:29]=2)=[C:6]([C:7]2[CH:12]=[CH:11][N:10]=[CH:9][CH:8]=2)[O:5]1. The reactants are Br[C:2]1[C:3](=[O:15])[C:4]([CH3:14])([CH3:13])[O:5][C:6]=1[C:7]1[CH:12]=[CH:11][N:10]=[CH:9][CH:8]=1.[CH3:16][C:17]1[CH:18]=[CH:19][C:20]([CH2:23][O:24][C:25]2[CH:30]=[CH:29][C:28](B3OC(C)(C)C(C)(C)O3)=[CH:27][CH:26]=2)=[N:21][CH:22]=1.C([O-])([O-])=O.[Cs+].[Cs+]. The catalyst is C1(C)C=CC=CC=1.O.C1C=CC(P(C2C=CC=CC=2)[C-]2C=CC=C2)=CC=1.C1C=CC(P(C2C=CC=CC=2)[C-]2C=CC=C2)=CC=1.Cl[Pd]Cl.[Fe+2]. The yield is 0.480. (5) The yield is 0.130. The reactants are C(N(C(C)C)CC)(C)C.[NH2:10][C:11]1[CH:26]=[CH:25][C:24]([Cl:27])=[CH:23][C:12]=1[C:13]([NH:15][CH2:16][CH:17]1[CH2:22][CH2:21][CH2:20][CH2:19][CH2:18]1)=[O:14].[C:28]1([C:38](O)=[O:39])[C:37]2[C:32](=[CH:33][CH:34]=[CH:35][CH:36]=2)[CH:31]=[CH:30][N:29]=1.CN(C(ON1N=NC2C=CC=NC1=2)=[N+](C)C)C.F[P-](F)(F)(F)(F)F. No catalyst specified. The product is [Cl:27][C:24]1[CH:25]=[CH:26][C:11]([NH:10][C:38]([C:28]2[C:37]3[C:32](=[CH:33][CH:34]=[CH:35][CH:36]=3)[CH:31]=[CH:30][N:29]=2)=[O:39])=[C:12]([C:13]([NH:15][CH2:16][CH:17]2[CH2:22][CH2:21][CH2:20][CH2:19][CH2:18]2)=[O:14])[CH:23]=1. (6) The reactants are [CH:1]1([C:4]2[C:5]([NH:24][S:25]([CH3:28])(=[O:27])=[O:26])=[CH:6][C:7]3[O:11][C:10]([C:12]4[CH:17]=[CH:16][C:15]([F:18])=[CH:14][CH:13]=4)=[C:9]([C:19]([NH:21][CH3:22])=[O:20])[C:8]=3[CH:23]=2)[CH2:3][CH2:2]1.[F:29][C:30]1[CH:35]=[C:34](F)[CH:33]=[C:32]([F:37])[C:31]=1[N+:38]([O-:40])=[O:39].C([O-])([O-])=O.[K+].[K+]. The catalyst is CN(P(N(C)C)(N(C)C)=O)C.CCOC(C)=O.O. The product is [CH:1]1([C:4]2[C:5]([N:24]([C:34]3[CH:33]=[C:32]([F:37])[C:31]([N+:38]([O-:40])=[O:39])=[C:30]([F:29])[CH:35]=3)[S:25]([CH3:28])(=[O:27])=[O:26])=[CH:6][C:7]3[O:11][C:10]([C:12]4[CH:17]=[CH:16][C:15]([F:18])=[CH:14][CH:13]=4)=[C:9]([C:19]([NH:21][CH3:22])=[O:20])[C:8]=3[CH:23]=2)[CH2:3][CH2:2]1. The yield is 0.650. (7) The reactants are [C:1](O)(C(F)(F)F)=[O:2].[Cl:8][C:9]1[CH:26]=[CH:25][CH:24]=[CH:23][C:10]=1[CH2:11][O:12][CH2:13][CH2:14][NH:15][C@H:16]1[CH2:21][CH2:20][C@H:19]([CH3:22])[CH2:18][CH2:17]1.C([O:29][C:30](=[O:42])[C:31]([CH3:41])([CH3:40])[CH2:32][S:33][C:34]1[S:38][C:37]([NH2:39])=[N:36][CH:35]=1)C.C1N=CN(C(N2C=NC=C2)=O)C=1.[OH-].[Na+]. The catalyst is C1COCC1.CN(C1C=CN=CC=1)C.C(O)C. The product is [Cl:8][C:9]1[CH:26]=[CH:25][CH:24]=[CH:23][C:10]=1[CH2:11][O:12][CH2:13][CH2:14][N:15]([C@H:16]1[CH2:17][CH2:18][C@H:19]([CH3:22])[CH2:20][CH2:21]1)[C:1](=[O:2])[NH:39][C:37]1[S:38][C:34]([S:33][CH2:32][C:31]([CH3:41])([CH3:40])[C:30]([OH:29])=[O:42])=[CH:35][N:36]=1. The yield is 0.530.